From a dataset of Forward reaction prediction with 1.9M reactions from USPTO patents (1976-2016). Predict the product of the given reaction. (1) Given the reactants [Cl:1][C:2]1[CH:3]=[C:4]([NH:9][C:10]2[N:15]=[C:14]([NH:16][CH2:17][CH2:18][CH2:19][O:20][CH3:21])[C:13]([C:22](=[S:24])[NH2:23])=[CH:12][N:11]=2)[CH:5]=[CH:6][C:7]=1[F:8].[CH3:25][O:26][C:27](=[O:33])[CH:28](Cl)[C:29]([CH3:31])=O, predict the reaction product. The product is: [Cl:1][C:2]1[CH:3]=[C:4]([NH:9][C:10]2[N:15]=[C:14]([NH:16][CH2:17][CH2:18][CH2:19][O:20][CH3:21])[C:13]([C:22]3[S:24][C:28]([C:27]([O:26][CH3:25])=[O:33])=[C:29]([CH3:31])[N:23]=3)=[CH:12][N:11]=2)[CH:5]=[CH:6][C:7]=1[F:8]. (2) Given the reactants FC(F)(F)C([NH:5][CH:6]([CH2:17][C:18](=[O:32])[N:19]1[CH2:24][CH2:23][N:22]2[C:25]([C:28]([F:31])([F:30])[F:29])=[N:26][N:27]=[C:21]2[CH2:20]1)[CH2:7][C:8]1[CH:13]=[C:12]([F:14])[C:11]([F:15])=[CH:10][C:9]=1[F:16])=O.O.[OH-].[Li+], predict the reaction product. The product is: [O:32]=[C:18]([N:19]1[CH2:24][CH2:23][N:22]2[C:25]([C:28]([F:31])([F:30])[F:29])=[N:26][N:27]=[C:21]2[CH2:20]1)[CH2:17][CH:6]([NH2:5])[CH2:7][C:8]1[CH:13]=[C:12]([F:14])[C:11]([F:15])=[CH:10][C:9]=1[F:16]. (3) Given the reactants S(=O)(=O)(O)O.[NH:6]1[C:14]2[C:9](=[CH:10][CH:11]=[CH:12][CH:13]=2)[C:8]([C:15]([OH:17])=[O:16])=[N:7]1.[CH3:18]O, predict the reaction product. The product is: [NH:6]1[C:14]2[C:9](=[CH:10][CH:11]=[CH:12][CH:13]=2)[C:8]([C:15]([O:17][CH3:18])=[O:16])=[N:7]1.